Dataset: NCI-60 drug combinations with 297,098 pairs across 59 cell lines. Task: Regression. Given two drug SMILES strings and cell line genomic features, predict the synergy score measuring deviation from expected non-interaction effect. (1) Drug 1: CC1C(C(CC(O1)OC2CC(CC3=C2C(=C4C(=C3O)C(=O)C5=C(C4=O)C(=CC=C5)OC)O)(C(=O)C)O)N)O.Cl. Drug 2: CN(C(=O)NC(C=O)C(C(C(CO)O)O)O)N=O. Cell line: CCRF-CEM. Synergy scores: CSS=30.1, Synergy_ZIP=-0.264, Synergy_Bliss=0.226, Synergy_Loewe=-42.1, Synergy_HSA=0.605. (2) Drug 1: C1=CN(C=N1)CC(O)(P(=O)(O)O)P(=O)(O)O. Drug 2: CC1C(C(CC(O1)OC2CC(CC3=C2C(=C4C(=C3O)C(=O)C5=CC=CC=C5C4=O)O)(C(=O)C)O)N)O. Cell line: HS 578T. Synergy scores: CSS=51.9, Synergy_ZIP=-2.26, Synergy_Bliss=-1.13, Synergy_Loewe=-3.70, Synergy_HSA=2.26. (3) Drug 2: CCN(CC)CCCC(C)NC1=C2C=C(C=CC2=NC3=C1C=CC(=C3)Cl)OC. Synergy scores: CSS=13.1, Synergy_ZIP=-2.25, Synergy_Bliss=2.21, Synergy_Loewe=4.75, Synergy_HSA=4.79. Cell line: MALME-3M. Drug 1: COC1=NC(=NC2=C1N=CN2C3C(C(C(O3)CO)O)O)N. (4) Drug 1: CC1OCC2C(O1)C(C(C(O2)OC3C4COC(=O)C4C(C5=CC6=C(C=C35)OCO6)C7=CC(=C(C(=C7)OC)O)OC)O)O. Drug 2: N.N.Cl[Pt+2]Cl. Cell line: UACC62. Synergy scores: CSS=32.3, Synergy_ZIP=-9.85, Synergy_Bliss=-2.06, Synergy_Loewe=-11.9, Synergy_HSA=-0.788.